From a dataset of Full USPTO retrosynthesis dataset with 1.9M reactions from patents (1976-2016). Predict the reactants needed to synthesize the given product. (1) Given the product [C:12]([O:16][C:17]([N:19]1[CH2:23][C@H:22]([OH:24])[C@@H:21]([NH:25][C:5]2[CH:6]=[CH:7][C:2]([Br:1])=[CH:3][C:4]=2[N+:9]([O-:11])=[O:10])[CH2:20]1)=[O:18])([CH3:15])([CH3:13])[CH3:14], predict the reactants needed to synthesize it. The reactants are: [Br:1][C:2]1[CH:7]=[CH:6][C:5](F)=[C:4]([N+:9]([O-:11])=[O:10])[CH:3]=1.[C:12]([O:16][C:17]([N:19]1[CH2:23][C@H:22]([OH:24])[C@@H:21]([NH:25]CC2C=CC=CC=2)[CH2:20]1)=[O:18])([CH3:15])([CH3:14])[CH3:13].C(N(CC)CC)C. (2) Given the product [CH3:23][O:22][N:21]([CH3:20])[C:17]([C:13]1[CH:12]=[C:11]([Cl:10])[N:16]=[CH:15][N:14]=1)=[O:18], predict the reactants needed to synthesize it. The reactants are: CCN(C(C)C)C(C)C.[Cl:10][C:11]1[N:16]=[CH:15][N:14]=[C:13]([C:17](Cl)=[O:18])[CH:12]=1.[CH3:20][NH:21][O:22][CH3:23]. (3) The reactants are: Br[C:2]1[CH:10]=[CH:9][C:8]([C:11]([OH:13])=O)=[C:7]2[C:3]=1[C:4](CNCC1C=CC(OC)=CC=1)=[CH:5][NH:6]2.CC[N:27]=C=NCCCN(C)C.C1C=CC2N(O)N=NC=2C=1. Given the product [NH:6]1[C:7]2[C:3](=[CH:2][CH:10]=[CH:9][C:8]=2[C:11]([NH2:27])=[O:13])[CH:4]=[CH:5]1, predict the reactants needed to synthesize it. (4) Given the product [C:1]1([NH:7][C:8]([C:10]2[C:14]([NH2:15])=[CH:13][NH:12][N:11]=2)=[O:9])[CH:2]=[CH:3][CH:4]=[CH:5][CH:6]=1, predict the reactants needed to synthesize it. The reactants are: [C:1]1([NH:7][C:8]([C:10]2[C:14]([N+:15]([O-])=O)=[CH:13][NH:12][N:11]=2)=[O:9])[CH:6]=[CH:5][CH:4]=[CH:3][CH:2]=1.O.O.[Sn](Cl)Cl. (5) Given the product [F:29][C:2]([F:1])([F:28])[C:3]1[CH:8]=[CH:7][C:6]([C:9]2[CH:14]=[CH:13][CH:12]=[C:11]([CH2:15][CH:16]3[C:23]4[CH:22]=[C:21]([C:24]([OH:26])=[O:25])[NH:20][C:19]=4[CH2:18][CH2:17]3)[CH:10]=2)=[CH:5][CH:4]=1, predict the reactants needed to synthesize it. The reactants are: [F:1][C:2]([F:29])([F:28])[C:3]1[CH:8]=[CH:7][C:6]([C:9]2[CH:14]=[CH:13][CH:12]=[C:11]([CH2:15][CH:16]3[C:23]4[CH:22]=[C:21]([C:24]([O:26]C)=[O:25])[NH:20][C:19]=4[CH2:18][CH2:17]3)[CH:10]=2)=[CH:5][CH:4]=1.[OH-].[Li+].CO. (6) Given the product [N+:1]([C:4]1[C:5]([CH:14]([C:18]2[CH:23]=[CH:22][C:21]([C:24]([F:27])([F:26])[F:25])=[CH:20][CH:19]=2)[OH:15])=[CH:6][CH:7]=[C:8]2[C:13]=1[N:12]=[CH:11][CH:10]=[CH:9]2)([O-:3])=[O:2], predict the reactants needed to synthesize it. The reactants are: [N+:1]([C:4]1[C:5]([CH:14]=[O:15])=[CH:6][CH:7]=[C:8]2[C:13]=1[N:12]=[CH:11][CH:10]=[CH:9]2)([O-:3])=[O:2].Br[Mg][C:18]1[CH:23]=[CH:22][C:21]([C:24]([F:27])([F:26])[F:25])=[CH:20][CH:19]=1. (7) Given the product [CH3:11][Si:12]([C:15]#[C:16][C:2]1[CH:10]=[C:9]2[C:5]([CH:6]=[N:7][NH:8]2)=[CH:4][CH:3]=1)([CH3:14])[CH3:13], predict the reactants needed to synthesize it. The reactants are: I[C:2]1[CH:10]=[C:9]2[C:5]([CH:6]=[N:7][NH:8]2)=[CH:4][CH:3]=1.[CH3:11][Si:12]([C:15]#[CH:16])([CH3:14])[CH3:13]. (8) Given the product [NH2:8][C:9]1[CH:14]=[CH:13][CH:12]=[CH:11][C:10]=1[NH:15][C:16](=[O:30])[C:17]1[CH:18]=[CH:19][C:20]([C:23]2[CH:28]=[N:27][C:26]([NH:31][CH2:32][CH2:33][CH2:34][N:35]3[CH2:40][CH2:39][CH2:38][CH2:37][CH2:36]3)=[N:25][CH:24]=2)=[CH:21][CH:22]=1, predict the reactants needed to synthesize it. The reactants are: C(OC([NH:8][C:9]1[CH:14]=[CH:13][CH:12]=[CH:11][C:10]=1[NH:15][C:16](=[O:30])[C:17]1[CH:22]=[CH:21][C:20]([C:23]2[CH:24]=[N:25][C:26](Cl)=[N:27][CH:28]=2)=[CH:19][CH:18]=1)=O)(C)(C)C.[NH2:31][CH2:32][CH2:33][CH2:34][N:35]1[CH2:40][CH2:39][CH2:38][CH2:37][CH2:36]1. (9) Given the product [F:32][C:30]1[CH:29]=[C:4]([CH:3]=[C:2]([F:1])[CH:31]=1)[O:5][CH2:6][CH2:7][N:8]([CH3:28])[CH2:9][CH2:10][CH2:11][N:12]1[CH2:13][C@@H:14]([C:16]2[C:25]3[C:20](=[CH:21][CH:22]=[C:23]([O:26][CH3:27])[CH:24]=3)[N:19]=[CH:18][CH:17]=2)[O:15][C:33]1=[O:34], predict the reactants needed to synthesize it. The reactants are: [F:1][C:2]1[CH:3]=[C:4]([CH:29]=[C:30]([F:32])[CH:31]=1)[O:5][CH2:6][CH2:7][N:8]([CH3:28])[CH2:9][CH2:10][CH2:11][NH:12][CH2:13][C@@H:14]([C:16]1[C:25]2[C:20](=[CH:21][CH:22]=[C:23]([O:26][CH3:27])[CH:24]=2)[N:19]=[CH:18][CH:17]=1)[OH:15].[C:33](N1C=CN=C1)(N1C=CN=C1)=[O:34].